This data is from Full USPTO retrosynthesis dataset with 1.9M reactions from patents (1976-2016). The task is: Predict the reactants needed to synthesize the given product. (1) Given the product [NH:11]1[CH:10]=[CH:9][N:8]=[C:7]1[NH:6][C:4]([C:3]1[C:2]2[N:1]=[C:18]([C:19]([OH:20])=[O:26])[NH:16][C:15]=2[CH:14]=[CH:13][CH:12]=1)=[O:5], predict the reactants needed to synthesize it. The reactants are: [NH2:1][C:2]1[C:15]([NH2:16])=[CH:14][CH:13]=[CH:12][C:3]=1[C:4]([NH:6][C:7]1[NH:8][CH:9]=[CH:10][N:11]=1)=[O:5].Cl[C:18](Cl)(Cl)[C:19](N)=[O:20].Cl.[Li+].[OH-:26]. (2) Given the product [CH2:17]([O:24][C@H:25]1[C@H:30]([O:31][CH2:32][C:33]2[CH:38]=[CH:37][CH:36]=[CH:35][CH:34]=2)[C@H:29]([O:39][CH2:40][C:41]2[CH:46]=[CH:45][CH:44]=[CH:43][CH:42]=2)[C@H:28]([CH3:47])[O:27][C@@H:26]1[CH2:49][P:50](=[O:57])([O:51][CH2:52][CH3:53])[O:54][CH2:55][CH3:56])[C:18]1[CH:23]=[CH:22][CH:21]=[CH:20][CH:19]=1, predict the reactants needed to synthesize it. The reactants are: B(F)(F)F.CCOCC.C([SiH](CC)CC)C.[CH2:17]([O:24][C@H:25]1[C@H:30]([O:31][CH2:32][C:33]2[CH:38]=[CH:37][CH:36]=[CH:35][CH:34]=2)[C@H:29]([O:39][CH2:40][C:41]2[CH:46]=[CH:45][CH:44]=[CH:43][CH:42]=2)[C@H:28]([CH3:47])[O:27][C@@:26]1([CH2:49][P:50](=[O:57])([O:54][CH2:55][CH3:56])[O:51][CH2:52][CH3:53])O)[C:18]1[CH:23]=[CH:22][CH:21]=[CH:20][CH:19]=1. (3) Given the product [F:14][C:15]1[CH:20]=[CH:19][C:18]([C:2]2[C:11]([CH3:12])=[CH:10][C:5]([C:6]([O:8][CH3:9])=[O:7])=[CH:4][C:3]=2[CH3:13])=[CH:17][CH:16]=1, predict the reactants needed to synthesize it. The reactants are: Br[C:2]1[C:11]([CH3:12])=[CH:10][C:5]([C:6]([O:8][CH3:9])=[O:7])=[CH:4][C:3]=1[CH3:13].[F:14][C:15]1[CH:20]=[CH:19][C:18](B(O)O)=[CH:17][CH:16]=1. (4) The reactants are: [CH:1]([C:3]1[S:7][C:6]([NH2:8])=[N:5][CH:4]=1)=[O:2].[C:9]([O:13][C:14]([N:16]1[CH2:21][CH2:20][CH:19]([NH:22][CH:23]2[CH2:28][CH2:27][CH:26]([CH3:29])[CH2:25][CH2:24]2)[CH2:18][CH2:17]1)=[O:15])([CH3:12])([CH3:11])[CH3:10].C1N=CN([C:35](N2C=NC=C2)=[O:36])C=1. Given the product [C:9]([O:13][C:14]([N:16]1[CH2:21][CH2:20][CH:19]([N:22]([CH:23]2[CH2:28][CH2:27][CH:26]([CH3:29])[CH2:25][CH2:24]2)[C:35]([NH:8][C:6]2[S:7][C:3]([CH:1]=[O:2])=[CH:4][N:5]=2)=[O:36])[CH2:18][CH2:17]1)=[O:15])([CH3:12])([CH3:10])[CH3:11], predict the reactants needed to synthesize it.